This data is from Reaction yield outcomes from USPTO patents with 853,638 reactions. The task is: Predict the reaction yield, written as a fraction of the theoretical maximum amount of product (1.0 means a 100% yield; for example, 0.34 means a 34% yield). (1) The reactants are [C:1]([SiH2:5][O:6][C:7]([CH3:17])([CH3:16])[C:8]1[CH:13]=[CH:12][N+:11]([O-])=[C:10]([CH3:15])[CH:9]=1)([CH3:4])([CH3:3])[CH3:2].C[Si]([C:22]#[N:23])(C)C.CN(C)C(Cl)=O.C(=O)(O)[O-].[Na+]. The catalyst is ClCCl. The product is [C:1]([SiH2:5][O:6][C:7]([CH3:17])([CH3:16])[C:8]1[CH:9]=[C:10]([CH3:15])[N:11]=[C:12]([C:22]#[N:23])[CH:13]=1)([CH3:4])([CH3:3])[CH3:2]. The yield is 0.760. (2) The reactants are [NH2:1][C:2]([CH3:16])([CH3:15])[C:3]([N:5]1[CH2:14][CH2:13][C:12]2[C:7](=[CH:8][CH:9]=[CH:10][CH:11]=2)[CH2:6]1)=O.[H-].[H-].[H-].[H-].[Li+].[Al+3]. The catalyst is C1COCC1. The product is [CH2:6]1[C:7]2[C:12](=[CH:11][CH:10]=[CH:9][CH:8]=2)[CH2:13][CH2:14][N:5]1[CH2:3][C:2]([NH2:1])([CH3:15])[CH3:16]. The yield is 0.790. (3) The reactants are [CH:1]1([CH2:4][NH:5][N:6]2[C:15]3[C:10](=[CH:11][CH:12]=[CH:13][CH:14]=3)[C:9]([OH:16])=[C:8]([C:17]3[NH:22][C:21]4[CH:23]=[CH:24][C:25]([OH:27])=[CH:26][C:20]=4[S:19](=[O:29])(=[O:28])[N:18]=3)[C:7]2=[O:30])[CH2:3][CH2:2]1.[N+:31]([O-])([O-:33])=[O:32].[NH4+]. The catalyst is S(=O)(=O)(O)O. The product is [CH:1]1([CH2:4][NH:5][N:6]2[C:15]3[C:10](=[CH:11][CH:12]=[CH:13][CH:14]=3)[C:9]([OH:16])=[C:8]([C:17]3[NH:22][C:21]4[CH:23]=[CH:24][C:25]([OH:27])=[C:26]([N+:31]([O-:33])=[O:32])[C:20]=4[S:19](=[O:28])(=[O:29])[N:18]=3)[C:7]2=[O:30])[CH2:2][CH2:3]1. The yield is 0.190. (4) The product is [CH3:13][O:14][C:2]1[CH:7]=[CH:6][C:5]([CH:28]([OH:32])[CH:29]([CH3:31])[CH3:30])=[C:4]([N+:10]([O-:12])=[O:11])[CH:3]=1. The yield is 0.300. The reactants are I[C:2]1[CH:7]=[CH:6][C:5](OC)=[C:4]([N+:10]([O-:12])=[O:11])[CH:3]=1.[C:13](=O)=[O:14].C(O)(C)C.C1([Mg]Cl)C=CC=CC=1.[CH:28](=[O:32])[CH:29]([CH3:31])[CH3:30]. The catalyst is O1CCCC1.